Dataset: Catalyst prediction with 721,799 reactions and 888 catalyst types from USPTO. Task: Predict which catalyst facilitates the given reaction. (1) Reactant: [CH:1]1([C:4]([NH:6][C:7]2[CH:8]=[CH:9][CH:10]=[C:11]3[C:15]=2[C:14](=[O:16])[N:13]([CH:17]([C:22]2[CH:27]=[CH:26][C:25]([O:28][CH:29]([F:31])[F:30])=[C:24]([O:32][CH2:33][CH3:34])[CH:23]=2)[CH2:18][C:19](O)=[O:20])[CH2:12]3)=[O:5])[CH2:3][CH2:2]1.C1N=CN(C(N2C=NC=C2)=O)C=1.Cl.[NH2:48][OH:49]. Product: [F:30][CH:29]([F:31])[O:28][C:25]1[CH:26]=[CH:27][C:22]([CH:17]([N:13]2[C:14](=[O:16])[C:15]3[C:11](=[CH:10][CH:9]=[CH:8][C:7]=3[NH:6][C:4]([CH:1]3[CH2:3][CH2:2]3)=[O:5])[CH2:12]2)[CH2:18][C:19](=[O:20])[NH:48][OH:49])=[CH:23][C:24]=1[O:32][CH2:33][CH3:34]. The catalyst class is: 1. (2) Reactant: [F:1][C:2]1[C:3]([C:18]([F:21])([F:20])[F:19])=[C:4]([C:8]2[CH:13]=[CH:12][N:11]=[C:10]([C:14](=[N:16][OH:17])[NH2:15])[CH:9]=2)[CH:5]=[CH:6][CH:7]=1.[C:22](N1C=CN=C1)(N1C=CN=C1)=[O:23].N12CCCN=C1CCCCC2.Cl. Product: [F:1][C:2]1[C:3]([C:18]([F:21])([F:19])[F:20])=[C:4]([C:8]2[CH:13]=[CH:12][N:11]=[C:10]([C:14]3[NH:16][O:17][C:22](=[O:23])[N:15]=3)[CH:9]=2)[CH:5]=[CH:6][CH:7]=1. The catalyst class is: 132. (3) Reactant: [NH2:1][CH2:2][C:3]1[N:4]([CH2:22][CH:23]([CH3:25])[CH3:24])[C:5](=[O:21])[C:6]2[C:11]([C:12]=1[C:13]1[CH:18]=[CH:17][CH:16]=[CH:15][CH:14]=1)=[CH:10][C:9]([S:19][CH3:20])=[CH:8][CH:7]=2.[ClH:26]. Product: [ClH:26].[NH2:1][CH2:2][C:3]1[N:4]([CH2:22][CH:23]([CH3:25])[CH3:24])[C:5](=[O:21])[C:6]2[C:11]([C:12]=1[C:13]1[CH:18]=[CH:17][CH:16]=[CH:15][CH:14]=1)=[CH:10][C:9]([S:19][CH3:20])=[CH:8][CH:7]=2. The catalyst class is: 13.